From a dataset of Full USPTO retrosynthesis dataset with 1.9M reactions from patents (1976-2016). Predict the reactants needed to synthesize the given product. (1) The reactants are: [CH3:1][O:2][C:3]1[CH:4]=[C:5]2[C:10](=[CH:11][C:12]=1[O:13][CH3:14])[N:9]=[CH:8][CH:7]=[C:6]2[O:15][C:16]1[CH:22]=[CH:21][C:19]([NH2:20])=[C:18]([CH3:23])[C:17]=1[CH3:24].C1(C)C=CC=CC=1.C(N(CC)CC)C.Cl[C:40](Cl)([O:42]C(=O)OC(Cl)(Cl)Cl)Cl.[CH3:51][O:52][C:53]1[CH:54]=[C:55]([CH:59]=[CH:60][CH:61]=1)[CH:56]([OH:58])[CH3:57]. Given the product [CH3:1][O:2][C:3]1[CH:4]=[C:5]2[C:10](=[CH:11][C:12]=1[O:13][CH3:14])[N:9]=[CH:8][CH:7]=[C:6]2[O:15][C:16]1[CH:22]=[CH:21][C:19]([NH:20][C:40](=[O:42])[O:58][CH:56]([C:55]2[CH:59]=[CH:60][CH:61]=[C:53]([O:52][CH3:51])[CH:54]=2)[CH3:57])=[C:18]([CH3:23])[C:17]=1[CH3:24], predict the reactants needed to synthesize it. (2) Given the product [CH2:12]([O:19][C:20]1([C:24]2[S:25][C:26]([C:2]3[CH:7]=[C:6]([N+:8]([O-:10])=[O:9])[CH:5]=[C:4]([CH3:11])[N:3]=3)=[CH:27][N:28]=2)[CH2:21][CH2:22][CH2:23]1)[C:13]1[CH:14]=[CH:15][CH:16]=[CH:17][CH:18]=1, predict the reactants needed to synthesize it. The reactants are: Cl[C:2]1[CH:7]=[C:6]([N+:8]([O-:10])=[O:9])[CH:5]=[C:4]([CH3:11])[N:3]=1.[CH2:12]([O:19][C:20]1([C:24]2[S:25][C:26]([Sn](C)(C)C)=[CH:27][N:28]=2)[CH2:23][CH2:22][CH2:21]1)[C:13]1[CH:18]=[CH:17][CH:16]=[CH:15][CH:14]=1. (3) Given the product [CH3:4][C:2]([O:5][C:6]([N:8]1[CH2:13][CH2:12][CH:11]([NH:14][C:15]2[C:20]([C:21]([OH:23])=[O:22])=[CH:19][N:18]=[C:17]3[N:26]([CH2:29][CH3:30])[N:27]=[CH:28][C:16]=23)[CH2:10][CH2:9]1)=[O:7])([CH3:1])[CH3:3], predict the reactants needed to synthesize it. The reactants are: [CH3:1][C:2]([O:5][C:6]([N:8]1[CH2:13][CH2:12][CH:11]([NH:14][C:15]2[C:20]([C:21]([O:23]CC)=[O:22])=[CH:19][N:18]=[C:17]3[N:26]([CH2:29][CH3:30])[N:27]=[CH:28][C:16]=23)[CH2:10][CH2:9]1)=[O:7])([CH3:4])[CH3:3].[OH-].[Na+]. (4) The reactants are: [CH2:1]([O:19][C:20]1C=CC(CCO)=CC=1)CCCCCCCCCCCCCCCCC.[CH3:29][O:30][C:31](=[O:96])[CH2:32][C:33]1[CH:38]=[C:37]([O:39][CH2:40][CH2:41][CH2:42][CH2:43][CH2:44][CH2:45][CH2:46][CH2:47][CH2:48][CH2:49][CH2:50][CH2:51][CH2:52][CH2:53][CH2:54][CH2:55][CH2:56][CH3:57])[C:36]([O:58][CH2:59][CH2:60][CH2:61][CH2:62][CH2:63][CH2:64][CH2:65][CH2:66][CH2:67][CH2:68][CH2:69][CH2:70][CH2:71][CH2:72][CH2:73][CH2:74][CH2:75][CH3:76])=[C:35]([O:77][CH2:78][CH2:79][CH2:80][CH2:81][CH2:82][CH2:83][CH2:84][CH2:85][CH2:86][CH2:87][CH2:88][CH2:89][CH2:90][CH2:91][CH2:92][CH2:93][CH2:94][CH3:95])[CH:34]=1.[H-].[H-].[H-].[H-].[Li+].[Al+3].C1C[O:106]CC1. Given the product [CH2:78]([O:77][C:35]1[CH:34]=[C:33]([CH:32]([C:1]([O:19][CH3:20])=[O:106])[C:31]([O:30][CH3:29])=[O:96])[CH:38]=[C:37]([O:39][CH2:40][CH2:41][CH2:42][CH2:43][CH2:44][CH2:45][CH2:46][CH2:47][CH2:48][CH2:49][CH2:50][CH2:51][CH2:52][CH2:53][CH2:54][CH2:55][CH2:56][CH3:57])[C:36]=1[O:58][CH2:59][CH2:60][CH2:61][CH2:62][CH2:63][CH2:64][CH2:65][CH2:66][CH2:67][CH2:68][CH2:69][CH2:70][CH2:71][CH2:72][CH2:73][CH2:74][CH2:75][CH3:76])[CH2:79][CH2:80][CH2:81][CH2:82][CH2:83][CH2:84][CH2:85][CH2:86][CH2:87][CH2:88][CH2:89][CH2:90][CH2:91][CH2:92][CH2:93][CH2:94][CH3:95], predict the reactants needed to synthesize it. (5) Given the product [CH2:23]([C:2]1[C:3]2[C:4](=[CH:11][C:12]3[C:16]([CH2:56][CH2:57][CH2:58][CH2:59][CH2:60][CH2:55][CH2:54][CH2:49][CH2:50][CH2:51][CH2:52][CH3:53])=[C:15]([Si:18]([CH3:21])([CH3:20])[CH3:19])[S:14][C:13]=3[CH:22]=2)[S:5][C:6]=1[Si:7]([CH3:10])([CH3:9])[CH3:8])[CH2:24][CH2:25][CH2:26][CH2:27][CH2:28][CH2:29][CH2:30][CH2:31][CH2:32][CH2:33][CH3:34], predict the reactants needed to synthesize it. The reactants are: I[C:2]1[C:3]2[C:4](=[CH:11][C:12]3[C:16](I)=[C:15]([Si:18]([CH3:21])([CH3:20])[CH3:19])[S:14][C:13]=3[CH:22]=2)[S:5][C:6]=1[Si:7]([CH3:10])([CH3:9])[CH3:8].[CH2:23](B(O)O)[CH2:24][CH2:25][CH2:26][CH2:27][CH2:28][CH2:29][CH2:30][CH2:31][CH2:32][CH2:33][CH3:34].[O-]P([O-])([O-])=O.[K+].[K+].[K+].O.CO[C:49]1[CH:50]=[CH:51][CH:52]=[C:53](OC)[C:54]=1[C:55]1[CH:56]=[CH:57][CH:58]=[CH:59][C:60]=1P(C1CCCCC1)C1CCCCC1. (6) The reactants are: [CH2:1]([CH:3]1[NH:7][C:6](=[O:8])[NH:5][C:4]1=[O:9])[CH3:2].[CH3:10]I. Given the product [CH2:1]([CH:3]1[NH:7][C:6](=[O:8])[N:5]([CH3:10])[C:4]1=[O:9])[CH3:2], predict the reactants needed to synthesize it. (7) The reactants are: Br[C:2]1[CH:7]=[C:6]([O:8][CH3:9])[C:5]([O:10][CH3:11])=[CH:4][C:3]=1[N+:12]([O-])=O.[S-2:15].[Na+].[Na+].[S].[CH2:19](O)[CH3:20]. Given the product [CH3:11][O:10][C:5]1[C:6]([O:8][CH3:9])=[CH:7][C:2]2[S:15][C:19]([CH3:20])=[N:12][C:3]=2[CH:4]=1, predict the reactants needed to synthesize it.